This data is from Catalyst prediction with 721,799 reactions and 888 catalyst types from USPTO. The task is: Predict which catalyst facilitates the given reaction. Reactant: C1C=C(Cl)C=C(C(OO)=[O:9])C=1.[F:12][C:13]1[CH:14]=[CH:15][C:16]2[N:17]([CH3:44])[C:18](=[O:43])[C:19]3[CH:29]=[C:28]([CH2:30][CH2:31][O:32][C:33]4[C:42]5[C:37](=[CH:38][CH:39]=[CH:40][CH:41]=5)[N:36]=[CH:35][CH:34]=4)[CH:27]=[N:26][C:20]=3[N:21]([CH2:24][CH3:25])[C:22]=2[N:23]=1. Product: [CH2:24]([N:21]1[C:20]2[N:26]=[CH:27][C:28]([CH2:30][CH2:31][O:32][C:33]3[C:42]4[C:37](=[CH:38][CH:39]=[CH:40][CH:41]=4)[N+:36]([O-:9])=[CH:35][CH:34]=3)=[CH:29][C:19]=2[C:18](=[O:43])[N:17]([CH3:44])[C:16]2[CH:15]=[CH:14][C:13]([F:12])=[N:23][C:22]1=2)[CH3:25]. The catalyst class is: 2.